From a dataset of NCI-60 drug combinations with 297,098 pairs across 59 cell lines. Regression. Given two drug SMILES strings and cell line genomic features, predict the synergy score measuring deviation from expected non-interaction effect. (1) Drug 1: CC1C(C(CC(O1)OC2CC(OC(C2O)C)OC3=CC4=CC5=C(C(=O)C(C(C5)C(C(=O)C(C(C)O)O)OC)OC6CC(C(C(O6)C)O)OC7CC(C(C(O7)C)O)OC8CC(C(C(O8)C)O)(C)O)C(=C4C(=C3C)O)O)O)O. Drug 2: CC1C(C(CC(O1)OC2CC(CC3=C2C(=C4C(=C3O)C(=O)C5=CC=CC=C5C4=O)O)(C(=O)C)O)N)O. Cell line: SF-295. Synergy scores: CSS=40.0, Synergy_ZIP=5.01, Synergy_Bliss=9.24, Synergy_Loewe=-5.79, Synergy_HSA=9.83. (2) Drug 1: C1=NC2=C(N1)C(=S)N=CN2. Drug 2: C(CN)CNCCSP(=O)(O)O. Cell line: ACHN. Synergy scores: CSS=22.4, Synergy_ZIP=-7.29, Synergy_Bliss=-3.67, Synergy_Loewe=-24.6, Synergy_HSA=-2.63. (3) Drug 1: CS(=O)(=O)C1=CC(=C(C=C1)C(=O)NC2=CC(=C(C=C2)Cl)C3=CC=CC=N3)Cl. Drug 2: CC12CCC3C(C1CCC2O)C(CC4=C3C=CC(=C4)O)CCCCCCCCCS(=O)CCCC(C(F)(F)F)(F)F. Cell line: A498. Synergy scores: CSS=5.14, Synergy_ZIP=-2.00, Synergy_Bliss=-0.0580, Synergy_Loewe=-0.0986, Synergy_HSA=-0.0432.